From a dataset of Forward reaction prediction with 1.9M reactions from USPTO patents (1976-2016). Predict the product of the given reaction. Given the reactants [CH:1]([O:4][C:5]1[CH:6]=[C:7]([CH:11]=[C:12]([O:14][C:15]2[CH:20]=[CH:19][C:18]([S:21]([CH3:24])(=[O:23])=[O:22])=[CH:17][CH:16]=2)[CH:13]=1)[C:8]([OH:10])=O)([CH3:3])[CH3:2].[CH2:25]([O:27][P:28]([CH2:33][NH:34][C:35]([C:37]1[N:38]=[C:39]([NH2:42])[S:40][CH:41]=1)=[O:36])(=[O:32])[O:29][CH2:30][CH3:31])[CH3:26], predict the reaction product. The product is: [CH2:25]([O:27][P:28]([CH2:33][NH:34][C:35]([C:37]1[N:38]=[C:39]([NH:42][C:8](=[O:10])[C:7]2[CH:11]=[C:12]([O:14][C:15]3[CH:16]=[CH:17][C:18]([S:21]([CH3:24])(=[O:22])=[O:23])=[CH:19][CH:20]=3)[CH:13]=[C:5]([O:4][CH:1]([CH3:2])[CH3:3])[CH:6]=2)[S:40][CH:41]=1)=[O:36])(=[O:32])[O:29][CH2:30][CH3:31])[CH3:26].